This data is from Retrosynthesis with 50K atom-mapped reactions and 10 reaction types from USPTO. The task is: Predict the reactants needed to synthesize the given product. (1) Given the product C=C(c1ccc(Cl)cc1)c1ccc(N(C(=O)OC(C)(C)C)C(=O)OC(C)(C)C)c(C)c1, predict the reactants needed to synthesize it. The reactants are: CC(C)(C)[O-].Cc1cc(C(=O)c2ccc(Cl)cc2)ccc1N(C(=O)OC(C)(C)C)C(=O)OC(C)(C)C. (2) Given the product CC(C)C[C@@H]1CC(=O)OC1=O, predict the reactants needed to synthesize it. The reactants are: CC(C)C[C@H](CC(=O)O)C(=O)O. (3) Given the product CCN(CC)CCNC(=O)c1ccc(NC(=O)Nc2cccc(Cl)c2)cc1OC, predict the reactants needed to synthesize it. The reactants are: CCN(CC)CCNC(=O)c1ccc(N)cc1OC.O=C=Nc1cccc(Cl)c1.